From a dataset of Catalyst prediction with 721,799 reactions and 888 catalyst types from USPTO. Predict which catalyst facilitates the given reaction. (1) Reactant: [Cl:1][C:2]1[C:3]([CH3:32])=[C:4]([NH:10][C@H:11]([C@@H:29]([OH:31])[CH3:30])[C:12]([NH:14][NH:15][C:16](=O)[C:17]2[CH:22]=[CH:21][C:20]([N:23]3[CH:27]=[CH:26][CH:25]=[N:24]3)=[CH:19][CH:18]=2)=[O:13])[CH:5]=[CH:6][C:7]=1[C:8]#[N:9].C(NP1(N(CC)CC)N(C)CCCN1C)(C)(C)C. Product: [N:23]1([C:20]2[CH:19]=[CH:18][C:17]([C:16]3[O:13][C:12]([C@H:11]([NH:10][C:4]4[CH:5]=[CH:6][C:7]([C:8]#[N:9])=[C:2]([Cl:1])[C:3]=4[CH3:32])[C@@H:29]([OH:31])[CH3:30])=[N:14][N:15]=3)=[CH:22][CH:21]=2)[CH:27]=[CH:26][CH:25]=[N:24]1. The catalyst class is: 1. (2) Product: [Cl:1][C:2]1[CH:7]=[C:6]([F:8])[C:5]([CH:9]([CH:11]2[CH2:13][CH2:12]2)[C:30]2[C:29]3[C:33](=[C:25]([CH2:24][S:23][CH3:22])[CH:26]=[CH:27][CH:28]=3)[NH:32][CH:31]=2)=[C:4]([F:14])[CH:3]=1. The catalyst class is: 4. Reactant: [Cl:1][C:2]1[CH:7]=[C:6]([F:8])[C:5]([CH:9]([CH:11]2[CH2:13][CH2:12]2)O)=[C:4]([F:14])[CH:3]=1.FC(F)(F)C(O)=O.[CH3:22][S:23][CH2:24][C:25]1[CH:26]=[CH:27][CH:28]=[C:29]2[C:33]=1[NH:32][CH:31]=[CH:30]2. (3) Reactant: [Cl:1][C:2]1[CH:7]=[CH:6][CH:5]=[C:4]([Cl:8])[C:3]=1[NH:9][C:10]1[N:14]2[CH:15]=[CH:16][CH:17]=[N:18][C:13]2=[N:12][C:11]=1[C:19]1[C:35]([O:36][CH3:37])=[CH:34][C:33]([O:38][CH3:39])=[CH:32][C:20]=1[C:21]([NH:23][NH:24]C(OC(C)(C)C)=O)=[O:22]. Product: [Cl:8][C:4]1[CH:5]=[CH:6][CH:7]=[C:2]([Cl:1])[C:3]=1[NH:9][C:10]1[N:14]2[CH:15]=[CH:16][CH:17]=[N:18][C:13]2=[N:12][C:11]=1[C:19]1[C:35]([O:36][CH3:37])=[CH:34][C:33]([O:38][CH3:39])=[CH:32][C:20]=1[C:21]([NH:23][NH2:24])=[O:22]. The catalyst class is: 89. (4) Reactant: CC([N:4]1[C:8]2[CH:9]=[CH:10][C:11]([Br:14])=[C:12]([Cl:13])[C:7]=2[C:6]([O:15]C(C)=O)=[CH:5]1)=O.C[O-].[Na+]. Product: [Br:14][C:11]1[C:12]([Cl:13])=[C:7]2[C:8](=[CH:9][CH:10]=1)[NH:4][CH:5]=[C:6]2[OH:15]. The catalyst class is: 9.